From a dataset of Experimentally validated miRNA-target interactions with 360,000+ pairs, plus equal number of negative samples. Binary Classification. Given a miRNA mature sequence and a target amino acid sequence, predict their likelihood of interaction. (1) The miRNA is mmu-miR-183-5p with sequence UAUGGCACUGGUAGAAUUCACU. The protein sequence of the target gene is MVQLRKLLRVLTLMKFPCCVLEVLLCALAAAARGQEMYAPHSIRIEGDVTLGGLFPVHAKGPSGVPCGDIKRENGIHRLEAMLYALDQINSDPNLLPNVTLGARILDTCSRDTYALEQSLTFVQALIQKDTSDVRCTNGEPPVFVKPEKVVGVIGASGSSVSIMVANILRLFQIPQISYASTAPELSDDRRYDFFSRVVPPDSFQAQAMVDIVKALGWNYVSTLASEGSYGEKGVESFTQISKEAGGLCIAQSVRIPQERKDRTIDFDRIIKQLLDTPNSRAVVIFANDEDIKQILAAAK.... Result: 0 (no interaction). (2) The miRNA is hsa-miR-6799-5p with sequence GGGGAGGUGUGCAGGGCUGG. The protein sequence of the target gene is MKSDCMQTTICQERKKDPIEMFHSGQLVKVCAPMVRYSKLAFRTLVRKYSCDLCYTPMIVAADFVKSIKARDSEFTTNQGDCPLIVQFAANDARLLSDAARIVCPYANGIDINCGCPQRWAMAEGYGACLINKPELVQDMVKQVRNQVETPGFSVSIKIRIHDDLKRTVDLCQKAEATGVSWITVHGRTAEERHQPVHYDSIKIIKENMSIPVIANGDIRSLKEAENVWRITGTDGVMVARGLLANPAMFAGYEETPLKCIWDWVDIALELGTPYMCFHQHLMYMMEKITSRQEKRVFNA.... Result: 0 (no interaction). (3) Result: 1 (interaction). The protein sequence of the target gene is MERGDQPKRTRNENIFNCLYKNPEATFKLICFPWMGGGSTHFAKWGQDTHDLLEVHSLRLPGRESRVEEPLENDISQLVDEVVCALQPVIQDKPFAFFGHSMGSYIAFRTALGLKENNQPEPLHLFLSSATPVHSKAWHRIPKDDELSEEQISHYLMEFGGTPKHFAEAKEFVKQCSPIIRADLNIVRSCTSNVPSKAVLSCDLTCFVGSEDIAKDMEAWKDVTSGNAKIYQLPGGHFYLLDPANEKLIKNYIIKCLEVSSISNF. The miRNA is hsa-miR-302b-3p with sequence UAAGUGCUUCCAUGUUUUAGUAG. (4) The miRNA is hsa-miR-6810-5p with sequence AUGGGGACAGGGAUCAGCAUGGC. The protein sequence of the target gene is MPRKKPFSVKQKKKQLQDKRERKRGLQDGLRSSSNSRSGSRERREEQTDTSDGESVTHHIRRLNQQPSQGLGPRGYDPNRYRLHFERDSREEVERRKRAAREQVLQPVSAEVLELDIREVYQPGSVLDFPRRPPWSYEMSKEQLMSQEERSFQEYLGKIHGAYTSEKLSYFEHNLETWRQLWRVLEMSDIVLLITDIRHPVVNFPPALYEYVTGELGLALVLVLNKVDLAPPALVVAWKHYFHQCYPQLHIVLFTSFPRDTRTPQEPGGVLKKNRRRGKGWTRALGPEQLLRACEAITVG.... Result: 0 (no interaction). (5) The miRNA is hsa-miR-301a-3p with sequence CAGUGCAAUAGUAUUGUCAAAGC. The protein sequence of the target gene is MDRAGRLGAGLRGLCVAALVLVCAGHGGRREDGGPACYGGFDLYFILDKSGSVLHHWNEIYYFVEQLAHRFISPQLRMSFIVFSTRGTTLMKLTEDREQIRQGLEELQKVLPGGDTYMHEGFERASEQIYYENSQGYRTASVIIALTDGELHEDLFFYSEREANRSRDLGAIVYCVGVKDFNETQLARIADSKDHVFPVNDGFQALQGIIHSILKKSCIEILAAEPSTICAGESFQVVVRGNGFRHARNVDRVLCSFKINDSVTLNEKPFAVEDTYLLCPAPILKEVGMKAALQVSMNDG.... Result: 0 (no interaction). (6) The miRNA is hsa-miR-6849-3p with sequence ACCAGCCUGUGUCCACCUCCAG. The protein sequence of the target gene is MLPGLRRLLQAPASACLLLMLLALPLAAPSCPMLCTCYSSPPTVSCQANNFSSVPLSLPPSTQRLFLQNNLIRTLRPGTFGSNLLTLWLFSNNLSTIYPGTFRHLQALEELDLGDNRHLRSLEPDTFQGLERLQSLHLYRCQLSSLPGNIFRGLVSLQYLYLQENSLLHLQDDLFADLANLSHLFLHGNRLRLLTEHVFRGLGSLDRLLLHGNRLQGVHRAAFRGLSRLTILYLFNNSLASLPGEALADLPSLEFLRLNANPWACDCRARPLWAWFQRARVSSSDVTCATPPERQGRDLR.... Result: 0 (no interaction).